The task is: Predict the reactants needed to synthesize the given product.. This data is from Full USPTO retrosynthesis dataset with 1.9M reactions from patents (1976-2016). (1) Given the product [C:1]([O:5][C:6]([N:8]1[CH2:17][CH2:16][C:15]2[C:10](=[CH:11][CH:12]=[CH:13][C:14]=2/[CH:18]=[CH:19]/[C:20](=[O:22])[N:49]([CH2:50][C:52]2[CH:32]=[CH:33][CH:34]=[CH:35][C:36]=2[Cl:58])[CH2:53][CH3:55])[CH2:9]1)=[O:7])([CH3:3])([CH3:4])[CH3:2], predict the reactants needed to synthesize it. The reactants are: [C:1]([O:5][C:6]([N:8]1[CH2:17][CH2:16][C:15]2[C:10](=[CH:11][CH:12]=[CH:13][C:14]=2/[CH:18]=[CH:19]/[C:20]([OH:22])=O)[CH2:9]1)=[O:7])([CH3:4])([CH3:3])[CH3:2].CN(C(ON1N=N[C:33]2[CH:34]=[CH:35][CH:36]=N[C:32]1=2)=[N+](C)C)C.F[P-](F)(F)(F)(F)F.CC[N:49]([CH:53]([CH3:55])C)[CH:50]([CH3:52])C.O.C(Cl)[Cl:58]. (2) The reactants are: [Br:1][C:2]1[C:3]([OH:16])=[C:4]2[C:9](=[CH:10][CH:11]=1)[N:8]([C:12](=[O:14])[CH3:13])[C@@H:7]([CH3:15])[CH2:6][CH2:5]2.CN(C)C=O.F[C:23]1[CH:28]=[CH:27][C:26]([N+:29]([O-:31])=[O:30])=[CH:25][C:24]=1[F:32].C(=O)([O-])[O-].[Cs+].[Cs+]. Given the product [Br:1][C:2]1[C:3]([O:16][C:23]2[CH:28]=[CH:27][C:26]([N+:29]([O-:31])=[O:30])=[CH:25][C:24]=2[F:32])=[C:4]2[C:9](=[CH:10][CH:11]=1)[N:8]([C:12](=[O:14])[CH3:13])[C@@H:7]([CH3:15])[CH2:6][CH2:5]2, predict the reactants needed to synthesize it.